From a dataset of Full USPTO retrosynthesis dataset with 1.9M reactions from patents (1976-2016). Predict the reactants needed to synthesize the given product. (1) Given the product [O:29]1[CH2:34][CH2:33][CH2:32][O:31][CH:30]1[C:35]1[CH:36]=[CH:37][CH:38]=[CH:39][C:40]=1[C:9](=[O:10])[CH2:8][O:7][CH2:6][C:5]1[CH:4]=[C:3]([C:2]([F:23])([F:22])[F:1])[CH:17]=[C:16]([C:18]([F:19])([F:21])[F:20])[CH:15]=1, predict the reactants needed to synthesize it. The reactants are: [F:1][C:2]([F:23])([F:22])[C:3]1[CH:4]=[C:5]([CH:15]=[C:16]([C:18]([F:21])([F:20])[F:19])[CH:17]=1)[CH2:6][O:7][CH2:8][C:9](N(OC)C)=[O:10].O1CCCC1.[O:29]1[CH2:34][CH2:33][CH2:32][O:31][CH:30]1[C:35]1[CH:40]=[CH:39][CH:38]=[CH:37][C:36]=1[Mg]Br. (2) Given the product [NH2:9][C:4]1[CH:3]=[C:2]([Cl:1])[C:7]([F:8])=[C:6]([C:27]([CH:29]2[CH2:31][CH2:30]2)=[O:28])[CH:5]=1, predict the reactants needed to synthesize it. The reactants are: [Cl:1][C:2]1[CH:3]=[C:4]([N:9]([Si](C)(C)C)[Si](C)(C)C)[CH:5]=[CH:6][C:7]=1[F:8].[Li]CCCC.COCN[C:27]([CH:29]1[CH2:31][CH2:30]1)=[O:28].CO. (3) Given the product [Br:1][C:2]1[C:3](=[O:25])[C:4]([O:17][CH2:18][C:19]2[CH:24]=[CH:23][CH:22]=[CH:21][CH:20]=2)=[C:5]([C:13]([O:15][CH3:16])=[O:14])[N:6]([CH2:8][CH:9]([OH:12])[OH:10])[CH:7]=1, predict the reactants needed to synthesize it. The reactants are: [Br:1][C:2]1[C:3](=[O:25])[C:4]([O:17][CH2:18][C:19]2[CH:24]=[CH:23][CH:22]=[CH:21][CH:20]=2)=[C:5]([C:13]([O:15][CH3:16])=[O:14])[N:6]([CH2:8][CH:9]([OH:12])[O:10]C)[CH:7]=1.I([O-])(=O)(=O)=O.[Na+].BrC1C(=O)C(OCC2C=CC=CC=2)=C(C(OC)=O)N(CC(O)CO)C=1. (4) Given the product [CH3:39][N:37]([CH3:38])[C:34]1[CH:35]=[CH:36][C:9]([OH:8])=[C:10]([CH:33]=1)[C:11]([NH:13][C:14]1[CH:26]=[C:25]([C:27]2[CH:32]=[CH:31][CH:30]=[CH:29][CH:28]=2)[CH:24]=[CH:23][C:15]=1[C:16]([O:18][C:19]([CH3:22])([CH3:21])[CH3:20])=[O:17])=[O:12], predict the reactants needed to synthesize it. The reactants are: C([O:8][C:9]1[CH:36]=[CH:35][C:34]([N:37]([CH3:39])[CH3:38])=[CH:33][C:10]=1[C:11]([NH:13][C:14]1[CH:26]=[C:25]([C:27]2[CH:32]=[CH:31][CH:30]=[CH:29][CH:28]=2)[CH:24]=[CH:23][C:15]=1[C:16]([O:18][C:19]([CH3:22])([CH3:21])[CH3:20])=[O:17])=[O:12])C1C=CC=CC=1. (5) Given the product [Br:1][C:2]1[CH:3]=[CH:4][C:5](=[O:12])[N:6]([CH:8]([CH3:11])[CH2:9][O:10][Si:19]([CH:26]([CH3:28])[CH3:27])([CH:23]([CH3:25])[CH3:24])[CH:20]([CH3:22])[CH3:21])[CH:7]=1, predict the reactants needed to synthesize it. The reactants are: [Br:1][C:2]1[CH:3]=[CH:4][C:5](=[O:12])[N:6]([CH:8]([CH3:11])[CH2:9][OH:10])[CH:7]=1.N1C=CN=C1.Cl[Si:19]([CH:26]([CH3:28])[CH3:27])([CH:23]([CH3:25])[CH3:24])[CH:20]([CH3:22])[CH3:21].O. (6) Given the product [CH3:21][S:22]([C:25]1[CH:26]=[C:27]([NH:31][C:18]([C:17]2[CH:16]=[N:15][N:11]3[C:12]([CH3:14])=[CH:13][C:8]([C:5]4[CH:4]=[CH:3][C:2]([Cl:1])=[CH:7][CH:6]=4)=[N:9][C:10]=23)=[O:20])[CH:28]=[CH:29][CH:30]=1)(=[O:23])=[O:24], predict the reactants needed to synthesize it. The reactants are: [Cl:1][C:2]1[CH:7]=[CH:6][C:5]([C:8]2[CH:13]=[C:12]([CH3:14])[N:11]3[N:15]=[CH:16][C:17]([C:18]([OH:20])=O)=[C:10]3[N:9]=2)=[CH:4][CH:3]=1.[CH3:21][S:22]([C:25]1[CH:26]=[C:27]([NH2:31])[CH:28]=[CH:29][CH:30]=1)(=[O:24])=[O:23]. (7) Given the product [CH3:19][N:20]1[C:25](=[O:26])[CH:24]=[C:23]([NH:27][CH2:28][C:29](=[O:30])[N:10]2[CH2:11][CH2:12][CH:7]([O:6][C:5]3[CH:13]=[CH:14][CH:15]=[CH:16][C:4]=3[C:3]([F:2])([F:17])[F:18])[CH2:8][CH2:9]2)[CH:22]=[N:21]1, predict the reactants needed to synthesize it. The reactants are: Cl.[F:2][C:3]([F:18])([F:17])[C:4]1[CH:16]=[CH:15][CH:14]=[CH:13][C:5]=1[O:6][CH:7]1[CH2:12][CH2:11][NH:10][CH2:9][CH2:8]1.[CH3:19][N:20]1[C:25](=[O:26])[CH:24]=[C:23]([NH:27][CH2:28][C:29](O)=[O:30])[CH:22]=[N:21]1.